From a dataset of Blood-brain barrier permeability classification from the B3DB database. Regression/Classification. Given a drug SMILES string, predict its absorption, distribution, metabolism, or excretion properties. Task type varies by dataset: regression for continuous measurements (e.g., permeability, clearance, half-life) or binary classification for categorical outcomes (e.g., BBB penetration, CYP inhibition). Dataset: b3db_classification. (1) The compound is CC[C@H]1OC(=O)[C@H](C)[C@@H](O[C@H]2C[C@@](C)(OC)[C@@H](O)[C@H](C)O2)[C@H](C)[C@@H](O[C@@H]2O[C@H](C)C[C@H](N(C)C)[C@H]2O)[C@](C)(O)C[C@@H](C)/C(=N\OCOCCOC)[C@H](C)[C@@H](O)[C@]1(C)O. The result is 0 (does not penetrate BBB). (2) The drug is NS(=O)(=O)c1cc(Cl)c(Cl)c(S(N)(=O)=O)c1. The result is 0 (does not penetrate BBB). (3) The drug is CN(C)CCOC(c1ccccc1)c1ccc(Br)cc1. The result is 1 (penetrates BBB). (4) The molecule is Clc1ccc(C(c2ccccc2Cl)C(Cl)Cl)cc1. The result is 0 (does not penetrate BBB).